From a dataset of Forward reaction prediction with 1.9M reactions from USPTO patents (1976-2016). Predict the product of the given reaction. (1) Given the reactants [CH3:1][C:2]1[CH:7]=[CH:6][C:5]([NH:8][C:9]([O:11][CH2:12][C:13]2[CH:18]=[CH:17][CH:16]=[CH:15][CH:14]=2)=[O:10])=[CH:4][C:3]=1[CH:19]1[CH2:24][CH2:23][NH:22][CH2:21][CH2:20]1.[CH3:25][O:26][C:27]1[CH:32]=[CH:31][C:30]([S:33][C:34]2[CH:41]=[CH:40][C:37]([CH:38]=O)=[CH:36][CH:35]=2)=[CH:29][CH:28]=1.ClC(Cl)C.C(O)(=O)C.[Na].C([O-])(O)=O.[Na+], predict the reaction product. The product is: [CH3:25][O:26][C:27]1[CH:28]=[CH:29][C:30]([S:33][C:34]2[CH:41]=[CH:40][C:37]([CH2:38][N:22]3[CH2:21][CH2:20][CH:19]([C:3]4[CH:4]=[C:5]([NH:8][C:9]([O:11][CH2:12][C:13]5[CH:18]=[CH:17][CH:16]=[CH:15][CH:14]=5)=[O:10])[CH:6]=[CH:7][C:2]=4[CH3:1])[CH2:24][CH2:23]3)=[CH:36][CH:35]=2)=[CH:31][CH:32]=1. (2) Given the reactants [Si:1]([O:8][CH2:9][C@H:10]([OH:30])[C@H:11]([NH:22][C:23](=[O:29])[O:24][C:25]([CH3:28])([CH3:27])[CH3:26])[C:12]1[CH:17]=[CH:16][C:15]([C:18]([F:21])([F:20])[F:19])=[CH:14][CH:13]=1)([C:4]([CH3:7])([CH3:6])[CH3:5])([CH3:3])[CH3:2].[CH3:31][S:32](Cl)(=[O:34])=[O:33].O, predict the reaction product. The product is: [CH3:31][S:32]([O:30][C@@H:10]([CH2:9][O:8][Si:1]([C:4]([CH3:7])([CH3:6])[CH3:5])([CH3:3])[CH3:2])[C@H:11]([NH:22][C:23]([O:24][C:25]([CH3:28])([CH3:27])[CH3:26])=[O:29])[C:12]1[CH:13]=[CH:14][C:15]([C:18]([F:21])([F:19])[F:20])=[CH:16][CH:17]=1)(=[O:34])=[O:33]. (3) Given the reactants [CH3:1][C:2]1[C:7]([C:8]([OH:10])=[O:9])=[CH:6][N:5]=[CH:4][CH:3]=1, predict the reaction product. The product is: [C:8]([OH:10])(=[O:9])[CH3:7].[CH3:1][CH:2]1[CH2:3][CH2:4][NH:5][CH2:6][CH:7]1[C:8]([OH:10])=[O:9]. (4) Given the reactants [F:1][C:2]([F:22])([F:21])[C:3]1[CH:4]=[C:5]([S:9]([N:12]2[CH2:16][C@H:15]3[C@H:17]([NH2:20])[CH2:18][CH2:19][C@H:14]3[CH2:13]2)(=[O:11])=[O:10])[CH:6]=[CH:7][CH:8]=1.[F:23][C:24]1[CH:31]=[CH:30][C:27]([CH:28]=O)=[CH:26][CH:25]=1.C(=O)C(C)(C)C, predict the reaction product. The product is: [F:23][C:24]1[CH:31]=[CH:30][C:27]([CH2:28][NH:20][C@@H:17]2[C@@H:15]3[C@@H:14]([CH2:13][N:12]([S:9]([C:5]4[CH:6]=[CH:7][CH:8]=[C:3]([C:2]([F:1])([F:21])[F:22])[CH:4]=4)(=[O:10])=[O:11])[CH2:16]3)[CH2:19][CH2:18]2)=[CH:26][CH:25]=1. (5) Given the reactants Br[C:2]1[CH:13]=[CH:12][C:5]([CH2:6][N:7]2[CH:11]=[CH:10][N:9]=[CH:8]2)=[C:4]([CH3:14])[CH:3]=1.[CH3:15][Si:16]([C:19]#[CH:20])([CH3:18])[CH3:17].CO.CCOC(C)=O, predict the reaction product. The product is: [CH3:14][C:4]1[CH:3]=[C:2]([C:20]#[C:19][Si:16]([CH3:18])([CH3:17])[CH3:15])[CH:13]=[CH:12][C:5]=1[CH2:6][N:7]1[CH:11]=[CH:10][N:9]=[CH:8]1.